This data is from Full USPTO retrosynthesis dataset with 1.9M reactions from patents (1976-2016). The task is: Predict the reactants needed to synthesize the given product. (1) Given the product [CH2:49]([N:46]1[CH2:47][CH2:48][N:43]([CH2:41][CH2:40][O:1][C:2]2[CH:3]=[CH:4][C:5]([CH2:6][CH2:8][CH2:9][CH2:10][NH:11][C:12]3[CH:17]=[C:16]([O:18][CH3:19])[CH:15]=[CH:14][C:13]=3[CH:20]3[CH2:29][CH2:28][C:27]4[CH:26]=[C:25]([OH:30])[CH:24]=[CH:23][C:22]=4[CH2:21]3)=[CH:37][CH:38]=2)[CH2:44][CH2:45]1)[CH3:50], predict the reactants needed to synthesize it. The reactants are: [OH:1][C:2]1[CH:38]=[CH:37][C:5]([C:6]([CH2:8][CH2:9][CH2:10][NH:11][C:12]2[CH:17]=[C:16]([O:18][CH3:19])[CH:15]=[CH:14][C:13]=2[CH:20]2[CH2:29][CH2:28][C:27]3[CH:26]=[C:25]([O:30]C(=O)C(C)(C)C)[CH:24]=[CH:23][C:22]=3[CH2:21]2)=O)=[CH:4][CH:3]=1.Cl[CH2:40][C:41]([N:43]1[CH2:48][CH2:47][N:46]([CH2:49][CH3:50])[CH2:45][CH2:44]1)=O. (2) Given the product [Cl:21][C:14]1[C:15]2[C:10](=[CH:9][C:8]([C:6]3[CH:5]=[CH:4][N:3]=[C:2]([CH3:1])[CH:7]=3)=[N:17][CH:16]=2)[CH:11]=[CH:12][N:13]=1, predict the reactants needed to synthesize it. The reactants are: [CH3:1][C:2]1[CH:7]=[C:6]([C:8]2[CH:9]=[C:10]3[C:15](=[CH:16][N:17]=2)[C:14](=O)[NH:13][CH:12]=[CH:11]3)[CH:5]=[CH:4][N:3]=1.O=P(Cl)(Cl)[Cl:21]. (3) Given the product [N:18]1([CH:14]([NH:8][C:6](=[O:7])[C:5]2[CH:9]=[CH:10][C:2]([Cl:1])=[CH:3][CH:4]=2)[CH:13]([CH2:16][CH3:17])[CH2:11][CH3:12])[C:22]2[CH:23]=[CH:24][CH:25]=[CH:26][C:21]=2[N:20]=[N:19]1, predict the reactants needed to synthesize it. The reactants are: [Cl:1][C:2]1[CH:10]=[CH:9][C:5]([C:6]([NH2:8])=[O:7])=[CH:4][CH:3]=1.[CH2:11]([CH:13]([CH2:16][CH3:17])[CH:14]=O)[CH3:12].[NH:18]1[C:22]2[CH:23]=[CH:24][CH:25]=[CH:26][C:21]=2[N:20]=[N:19]1.C1(C)C=CC(S(O)(=O)=O)=CC=1. (4) Given the product [Cl:7][C:8]1[N:13]=[CH:12][C:11]([C:14]#[N:18])=[CH:10][CH:9]=1, predict the reactants needed to synthesize it. The reactants are: C(Cl)(=O)C(Cl)=O.[Cl:7][C:8]1[N:13]=[CH:12][C:11]([C:14](O)=O)=[CH:10][CH:9]=1.C[N:18](C=O)C.N1C(Cl)=NC(Cl)=NC=1Cl. (5) Given the product [CH3:39][C:40]([CH3:47])([CH3:46])[CH2:41][C:42]1[NH:44][N:45]=[C:25]([C:22]2[CH:21]=[C:20]3[C:19](=[CH:24][CH:23]=2)[NH:18][N:17]=[C:16]3[C:11]2[CH:12]=[CH:13][C:8]3[C:9](=[CH:14][CH:15]=[C:6]([O:5][CH2:4][C@@H:3]([N:33]4[CH2:37][CH2:36][CH2:35][CH2:34]4)[CH:2]([CH3:38])[CH3:1])[CH:7]=3)[CH:10]=2)[N:26]=1, predict the reactants needed to synthesize it. The reactants are: [CH3:1][CH:2]([CH3:38])[CH:3]([N:33]1[CH2:37][CH2:36][CH2:35][CH2:34]1)[CH2:4][O:5][C:6]1[CH:7]=[C:8]2[C:13](=[CH:14][CH:15]=1)[CH:12]=[C:11]([C:16]1[C:24]3[C:19](=[CH:20][CH:21]=[C:22]([C:25]#[N:26])[CH:23]=3)[N:18](C3CCCCO3)[N:17]=1)[CH:10]=[CH:9]2.[CH3:39][C:40]([CH3:47])([CH3:46])[CH2:41][C:42]([NH:44][NH2:45])=O.C(N(CC)CC)C. (6) Given the product [CH3:59][O:58][C:55]1[CH:56]=[CH:57][C:52]([C:1]2[CH:6]=[CH:5][CH:4]=[CH:3][CH:2]=2)=[CH:53][CH:54]=1, predict the reactants needed to synthesize it. The reactants are: [C:1]1(OB(O)O)[CH:6]=[CH:5][CH:4]=[CH:3][CH:2]=1.C12(PC34CC5CC(CC(C5)C3)C4)CC3CC(CC(C3)C1)C2.[O-]P(OP(OP([O-])([O-])=O)([O-])=O)(=O)[O-].[K+].[K+].[K+].[K+].[K+].O.Cl[C:52]1[CH:57]=[CH:56][C:55]([O:58][CH3:59])=[CH:54][CH:53]=1. (7) The reactants are: [Br:1][C:2]1[CH:7]=[CH:6][C:5]([C@@:8]2([CH3:28])[C@@H:11]([C:12]3[CH:17]=[CH:16][C:15]([Cl:18])=[CH:14][CH:13]=3)[N:10](C3C=CC(OC)=CC=3)[C:9]2=[O:27])=[CH:4][CH:3]=1.C(#N)C.O.C(=O)([O-])[O-].[K+].[K+]. Given the product [Br:1][C:2]1[CH:7]=[CH:6][C:5]([C@@:8]2([CH3:28])[C@@H:11]([C:12]3[CH:17]=[CH:16][C:15]([Cl:18])=[CH:14][CH:13]=3)[NH:10][C:9]2=[O:27])=[CH:4][CH:3]=1, predict the reactants needed to synthesize it. (8) Given the product [O:1]1[CH:5]=[CH:4][C:3]([C:6]2[CH:7]=[C:8]([C:29]([F:31])([F:32])[F:30])[C:9]3[N:10]([C:12]([CH2:27][OH:28])=[C:13]([C:15]([N:17]4[CH2:21][CH:20]=[C:19]([C:22]5[S:23][CH:24]=[CH:25][N:26]=5)[CH2:18]4)=[O:16])[N:14]=3)[CH:11]=2)=[CH:2]1, predict the reactants needed to synthesize it. The reactants are: [O:1]1[CH:5]=[CH:4][C:3]([C:6]2[CH:7]=[C:8]([C:29]([F:32])([F:31])[F:30])[C:9]3[N:10]([C:12]([CH:27]=[O:28])=[C:13]([C:15]([N:17]4[CH2:21][CH:20]=[C:19]([C:22]5[S:23][CH:24]=[CH:25][N:26]=5)[CH2:18]4)=[O:16])[N:14]=3)[CH:11]=2)=[CH:2]1.[BH4-].[Na+].